Dataset: Catalyst prediction with 721,799 reactions and 888 catalyst types from USPTO. Task: Predict which catalyst facilitates the given reaction. (1) Reactant: [NH2:1][C:2]1[CH:9]=[CH:8][C:7]([F:10])=[CH:6][C:3]=1[C:4]#[N:5].[Cl:11]N1C(=O)CCC1=O. Product: [NH2:1][C:2]1[C:9]([Cl:11])=[CH:8][C:7]([F:10])=[CH:6][C:3]=1[C:4]#[N:5]. The catalyst class is: 10. (2) Reactant: [F:1][C:2]1[C:3]([C:9]2[N:13]([CH:14]([CH3:16])[CH3:15])[C:12]([CH3:17])=[N:11][CH:10]=2)=[N:4][C:5]([NH2:8])=[N:6][CH:7]=1.Br[C:19]1[CH:20]=[C:21]([CH:26]=[CH:27][CH:28]=1)[C:22]([O:24][CH3:25])=[O:23].C([O-])([O-])=O.[Cs+].[Cs+].CC(C1C=C(C(C)C)C(C2C=CC=CC=2P(C2CCCCC2)C2CCCCC2)=C(C(C)C)C=1)C. Product: [F:1][C:2]1[C:3]([C:9]2[N:13]([CH:14]([CH3:15])[CH3:16])[C:12]([CH3:17])=[N:11][CH:10]=2)=[N:4][C:5]([NH:8][C:19]2[CH:20]=[C:21]([CH:26]=[CH:27][CH:28]=2)[C:22]([O:24][CH3:25])=[O:23])=[N:6][CH:7]=1. The catalyst class is: 62. (3) Reactant: [Cl:1][C:2]1[CH:7]=[CH:6][C:5](I)=[CH:4][C:3]=1[Cl:9].C([Li])CCC.C[O:16][C:17]1[CH2:21][CH2:20][C:19](=O)[CH:18]=1. Product: [Cl:9][C:3]1[CH:4]=[C:5]([C:19]2[CH2:20][CH2:21][C:17](=[O:16])[CH:18]=2)[CH:6]=[CH:7][C:2]=1[Cl:1]. The catalyst class is: 1. (4) Reactant: Cl[CH2:2][C:3]1[CH:8]=[CH:7][N:6]=[CH:5][CH:4]=1.C([O-])([O-])=O.[K+].[K+].[F:15][C:16]([F:26])([F:25])[O:17][C:18]1[CH:23]=[CH:22][C:21]([SH:24])=[CH:20][CH:19]=1. Product: [F:26][C:16]([F:15])([F:25])[O:17][C:18]1[CH:19]=[CH:20][C:21]([S:24][CH2:2][C:3]2[CH:8]=[CH:7][N:6]=[CH:5][CH:4]=2)=[CH:22][CH:23]=1. The catalyst class is: 3.